From a dataset of Full USPTO retrosynthesis dataset with 1.9M reactions from patents (1976-2016). Predict the reactants needed to synthesize the given product. (1) The reactants are: [NH2:1][C:2]1[S:10][C:5]2[CH2:6][S:7][CH2:8][CH2:9][C:4]=2[C:3]=1[C:11]([O:13]CC)=[O:12]. Given the product [NH2:1][C:2]1[S:10][C:5]2[CH2:6][S:7][CH2:8][CH2:9][C:4]=2[C:3]=1[C:11]([OH:13])=[O:12], predict the reactants needed to synthesize it. (2) The reactants are: [NH2:1][C:2]1[C:7]([CH:8]=O)=[CH:6][CH:5]=[CH:4][N:3]=1.[CH3:10][NH:11][CH3:12].N1C=CC=CC=1.B.C(=O)(O)[O-].[Na+]. Given the product [CH3:10][N:11]([CH2:8][C:7]1[C:2]([NH2:1])=[N:3][CH:4]=[CH:5][CH:6]=1)[CH3:12], predict the reactants needed to synthesize it. (3) Given the product [Br:7][C:8]1[CH:13]=[CH:12][CH:11]=[CH:10][C:9]=1[S:14]([NH:6][C:2]([CH3:3])([CH3:1])[CH2:4][CH3:5])(=[O:16])=[O:15], predict the reactants needed to synthesize it. The reactants are: [CH3:1][C:2]([NH2:6])([CH2:4][CH3:5])[CH3:3].[Br:7][C:8]1[CH:13]=[CH:12][CH:11]=[CH:10][C:9]=1[S:14](Cl)(=[O:16])=[O:15]. (4) Given the product [Br:35][C:30]1[CH:29]=[CH:28][C:27]2[C:32](=[CH:33][CH:34]=[C:25]([C:14]3[C:15]4[C:20](=[CH:19][CH:18]=[CH:17][CH:16]=4)[C:7]([C:1]4[CH:6]=[CH:5][CH:4]=[CH:3][CH:2]=4)=[C:8]4[C:13]=3[CH:12]=[CH:11][CH:10]=[CH:9]4)[CH:26]=2)[CH:31]=1, predict the reactants needed to synthesize it. The reactants are: [C:1]1([C:7]2[C:20]3[C:15](=[CH:16][CH:17]=[CH:18][CH:19]=3)[C:14](B(O)O)=[C:13]3[C:8]=2[CH:9]=[CH:10][CH:11]=[CH:12]3)[CH:6]=[CH:5][CH:4]=[CH:3][CH:2]=1.Br[C:25]1[CH:34]=[CH:33][C:32]2[C:27](=[CH:28][CH:29]=[C:30]([Br:35])[CH:31]=2)[CH:26]=1.C(=O)([O-])[O-].[Na+].[Na+]. (5) Given the product [CH2:1]([C:3]1[CH:8]=[CH:7][C:6]([CH2:9][C:10]2[CH:11]=[C:12]([CH3:13])[NH:18][N:17]=2)=[CH:5][CH:4]=1)[CH3:2], predict the reactants needed to synthesize it. The reactants are: [CH2:1]([C:3]1[CH:8]=[CH:7][C:6]([CH2:9][C:10](=O)[CH:11]=[C:12](O)[CH3:13])=[CH:5][CH:4]=1)[CH3:2].O.[NH2:17][NH2:18]. (6) Given the product [C:1]([Si:5]([O:8][CH2:9][C:10]1[S:11][C:12]([F:34])=[C:13]([CH2:15][C:16]2[CH:21]=[CH:20][CH:19]=[C:18]([Cl:22])[CH:17]=2)[CH:14]=1)([CH3:6])[CH3:7])([CH3:4])([CH3:2])[CH3:3], predict the reactants needed to synthesize it. The reactants are: [C:1]([Si:5]([O:8][CH2:9][C:10]1[S:11][CH:12]=[C:13]([CH2:15][C:16]2[CH:21]=[CH:20][CH:19]=[C:18]([Cl:22])[CH:17]=2)[CH:14]=1)([CH3:7])[CH3:6])([CH3:4])([CH3:3])[CH3:2].[Li]CCCC.CCCCCC.[F:34]N(S(C1C=CC=CC=1)(=O)=O)S(C1C=CC=CC=1)(=O)=O. (7) Given the product [CH3:9][O:8][C:7]1[CH:6]=[CH:5][C:4]([B:10]([OH:12])[OH:11])=[CH:3][C:2]=1[NH:1][S:21]([CH3:20])(=[O:23])=[O:22], predict the reactants needed to synthesize it. The reactants are: [NH2:1][C:2]1[CH:3]=[C:4]([B:10]([OH:12])[OH:11])[CH:5]=[CH:6][C:7]=1[O:8][CH3:9].CCN(CC)CC.[CH3:20][S:21](Cl)(=[O:23])=[O:22].